This data is from Full USPTO retrosynthesis dataset with 1.9M reactions from patents (1976-2016). The task is: Predict the reactants needed to synthesize the given product. Given the product [CH3:13][C:9]1[CH:10]=[C:11]2[C:6](=[CH:7][CH:8]=1)[N:5]=[C:4]([S:14]([CH3:17])(=[O:16])=[O:15])[C:3]([CH2:2][C:20]1[CH:21]=[C:22]([CH:27]=[CH:28][N:29]=1)[C:23]([O:25][CH3:26])=[O:24])=[CH:12]2, predict the reactants needed to synthesize it. The reactants are: Cl[CH2:2][C:3]1[C:4]([S:14]([CH3:17])(=[O:16])=[O:15])=[N:5][C:6]2[C:11]([CH:12]=1)=[CH:10][C:9]([CH3:13])=[CH:8][CH:7]=2.C[Sn](C)(C)[C:20]1[CH:21]=[C:22]([CH:27]=[CH:28][N:29]=1)[C:23]([O:25][CH3:26])=[O:24].